This data is from Forward reaction prediction with 1.9M reactions from USPTO patents (1976-2016). The task is: Predict the product of the given reaction. Given the reactants C(O)(C(F)(F)F)=O.[N:8]1([CH2:13][CH2:14][NH:15][C:16](=O)[CH2:17][CH2:18][C:19]([O:21][CH2:22][CH3:23])=[O:20])[CH:12]=[CH:11][CH:10]=[CH:9]1, predict the reaction product. The product is: [C:16]1(=[CH:17]/[CH2:18][C:19]([O:21][CH2:22][CH3:23])=[O:20])/[C:9]2[N:8]([CH:12]=[CH:11][CH:10]=2)[CH2:13][CH2:14][NH:15]/1.